From a dataset of Reaction yield outcomes from USPTO patents with 853,638 reactions. Predict the reaction yield, written as a fraction of the theoretical maximum amount of product (1.0 means a 100% yield; for example, 0.34 means a 34% yield). (1) The reactants are [CH3:1][O:2][CH2:3][CH2:4][O:5][C:6]1[CH:7]=[C:8]2[C:12](=[C:13]([N:15]([CH3:25])[S:16]([C:19]3[CH:24]=[CH:23][CH:22]=[CH:21][N:20]=3)(=[O:18])=[O:17])[CH:14]=1)[NH:11][C:10]([C:26](O)=[O:27])=[CH:9]2.[CH2:29]([S:36][CH:37]([CH:40]([O:43][CH3:44])[O:41][CH3:42])[CH2:38][NH2:39])[C:30]1[CH:35]=[CH:34][CH:33]=[CH:32][CH:31]=1.C(N(C(C)C)CC)(C)C.F[P-](F)(F)(F)(F)F.N1(OC(N(C)C)=[N+](C)C)C2N=CC=CC=2N=N1. The yield is 0.800. The catalyst is O.CN(C)C=O. The product is [CH2:29]([S:36][CH:37]([CH:40]([O:41][CH3:42])[O:43][CH3:44])[CH2:38][NH:39][C:26]([C:10]1[NH:11][C:12]2[C:8]([CH:9]=1)=[CH:7][C:6]([O:5][CH2:4][CH2:3][O:2][CH3:1])=[CH:14][C:13]=2[N:15]([CH3:25])[S:16]([C:19]1[CH:24]=[CH:23][CH:22]=[CH:21][N:20]=1)(=[O:18])=[O:17])=[O:27])[C:30]1[CH:35]=[CH:34][CH:33]=[CH:32][CH:31]=1. (2) The reactants are [CH3:1][C:2]1[CH:10]=[C:6]([C:7]([OH:9])=O)[C:5]([OH:11])=[CH:4][CH:3]=1.[C:12](=O)([O-])[O-].[K+].[K+].IC.CN([CH:23]=[O:24])C. No catalyst specified. The product is [CH3:12][O:11][C:5]1[CH:4]=[CH:3][C:2]([CH3:1])=[CH:10][C:6]=1[C:7]([O:24][CH3:23])=[O:9]. The yield is 0.950. (3) The reactants are [CH3:1][C:2]1[CH:6]=[C:5]([CH2:7][NH2:8])[O:4][N:3]=1.P([O-])([O-])([O-])=O.[K+].[K+].[K+].COC1C=CC=C(OC)C=1C1C=CC=CC=1P(C1CCCCC1)C1CCCCC1.I[C:47]1[CH:56]=[CH:55][CH:54]=[CH:53][C:48]=1[C:49]([O:51][CH3:52])=[O:50]. The catalyst is C1(C)C=CC=CC=1.C1C=CC(/C=C/C(/C=C/C2C=CC=CC=2)=O)=CC=1.C1C=CC(/C=C/C(/C=C/C2C=CC=CC=2)=O)=CC=1.C1C=CC(/C=C/C(/C=C/C2C=CC=CC=2)=O)=CC=1.[Pd].[Pd].O. The product is [CH3:1][C:2]1[CH:6]=[C:5]([CH2:7][NH:8][C:47]2[CH:56]=[CH:55][CH:54]=[CH:53][C:48]=2[C:49]([O:51][CH3:52])=[O:50])[O:4][N:3]=1. The yield is 0.450. (4) The reactants are C(OC([NH:8][CH2:9][CH2:10][CH2:11][N:12]1[C:16]2[CH:17]=[C:18]([C:21]([OH:23])=[O:22])[CH:19]=[CH:20][C:15]=2[N:14]=[C:13]1[C:24](OC)([O:27]C)[O:25][CH3:26])=O)(C)(C)C.[ClH:31]. The catalyst is CO. The product is [ClH:31].[NH2:8][CH2:9][CH2:10][CH2:11][N:12]1[C:16]2[CH:17]=[C:18]([C:21]([OH:23])=[O:22])[CH:19]=[CH:20][C:15]=2[N:14]=[C:13]1[C:24]([O:25][CH3:26])=[O:27]. The yield is 0.920.